Dataset: Reaction yield outcomes from USPTO patents with 853,638 reactions. Task: Predict the reaction yield, written as a fraction of the theoretical maximum amount of product (1.0 means a 100% yield; for example, 0.34 means a 34% yield). The reactants are [OH-].[Na+].C([O:5][C:6]([C:8]1[CH:12]=[C:11]([CH2:13][C@@H:14]([C:16]2[CH:21]=[CH:20][CH:19]=[CH:18][CH:17]=2)[CH3:15])[NH:10][N:9]=1)=[O:7])C. The catalyst is CO. The product is [C:16]1([C@@H:14]([CH3:15])[CH2:13][C:11]2[NH:10][N:9]=[C:8]([C:6]([OH:7])=[O:5])[CH:12]=2)[CH:17]=[CH:18][CH:19]=[CH:20][CH:21]=1. The yield is 0.456.